Predict the product of the given reaction. From a dataset of Forward reaction prediction with 1.9M reactions from USPTO patents (1976-2016). (1) Given the reactants [C:1]([C:3]1[C:12]([CH3:13])=[CH:11][C:10]2[C:9]([CH3:15])([CH3:14])[CH2:8][CH2:7][C:6]([CH3:17])([CH3:16])[C:5]=2[CH:4]=1)#N.[H-].C([Al+]CC(C)C)C(C)C.C(O)(=[O:30])C.O, predict the reaction product. The product is: [CH:1]([C:3]1[C:12]([CH3:13])=[CH:11][C:10]2[C:9]([CH3:15])([CH3:14])[CH2:8][CH2:7][C:6]([CH3:17])([CH3:16])[C:5]=2[CH:4]=1)=[O:30]. (2) Given the reactants C(OCCCC)CCC.[C:10]1([Li])[CH:15]=[CH:14][CH:13]=[CH:12][CH:11]=1.C(OCC)C.[CH3:22][C:23]1[CH:28]=[N:27][CH:26]=[CH:25][N:24]=1, predict the reaction product. The product is: [CH3:22][C:23]1[C:28]([C:10]2[CH:15]=[CH:14][CH:13]=[CH:12][CH:11]=2)=[N:27][CH:26]=[CH:25][N:24]=1.